Dataset: Full USPTO retrosynthesis dataset with 1.9M reactions from patents (1976-2016). Task: Predict the reactants needed to synthesize the given product. (1) Given the product [CH3:12][O:13][C:14](=[O:31])[C:15]1[C:16](=[C:21]([NH:25][CH2:10][C:2]2[O:1][C:5]3[CH:6]=[CH:7][CH:8]=[CH:9][C:4]=3[CH:3]=2)[CH:22]=[CH:23][CH:24]=1)[C:17]([O:19][CH3:20])=[O:18], predict the reactants needed to synthesize it. The reactants are: [O:1]1[C:5]2[CH:6]=[CH:7][CH:8]=[CH:9][C:4]=2[CH:3]=[C:2]1[CH:10]=O.[CH3:12][O:13][C:14](=[O:31])[C:15]1[C:16](=[C:21]([NH:25]CCCCC)[CH:22]=[CH:23][CH:24]=1)[C:17]([O:19][CH3:20])=[O:18]. (2) Given the product [CH3:22][NH:21][C:18]1[CH:19]=[CH:20][C:15]([CH:13]=[CH:12][C:7]([C:6]2[CH:5]=[CH:4][C:3]([NH:2][CH3:11])=[CH:10][CH:9]=2)=[O:8])=[CH:16][CH:17]=1, predict the reactants needed to synthesize it. The reactants are: C[N:2]([CH3:11])[C:3]1[CH:10]=[CH:9][C:6]([CH:7]=[O:8])=[CH:5][CH:4]=1.[CH3:12][C:13]([C:15]1[CH:20]=[CH:19][C:18]([N:21](C)[CH3:22])=[CH:17][CH:16]=1)=O. (3) Given the product [CH3:13][O:12][C:8]1[C:7]([O:14][CH3:15])=[C:6]2[C:11]([C:2]([N:17]([CH3:16])[CH:18]3[CH2:22][CH2:21][O:20][CH2:19]3)=[N:3][CH:4]=[N:5]2)=[CH:10][CH:9]=1, predict the reactants needed to synthesize it. The reactants are: Cl[C:2]1[C:11]2[C:6](=[C:7]([O:14][CH3:15])[C:8]([O:12][CH3:13])=[CH:9][CH:10]=2)[N:5]=[CH:4][N:3]=1.[CH3:16][NH:17][CH:18]1[CH2:22][CH2:21][O:20][CH2:19]1.O. (4) Given the product [C:3]([CH2:4][CH2:5][NH:6][C:7](=[O:42])[CH2:8][C:9]1[CH:10]=[C:11]([CH:17]=[CH:18][C:19]=1[O:20][CH2:21][CH2:22][CH2:23][C:24]1[CH:25]=[CH:26][C:27]([O:30][CH2:31][CH2:32][CH2:33][CH2:34][O:35][C:36]2[CH:41]=[CH:40][CH:39]=[CH:38][CH:37]=2)=[CH:28][CH:29]=1)[C:12]([OH:14])=[O:13])([OH:43])=[O:2], predict the reactants needed to synthesize it. The reactants are: C[O:2][C:3](=[O:43])[CH2:4][CH2:5][NH:6][C:7](=[O:42])[CH2:8][C:9]1[CH:10]=[C:11]([CH:17]=[CH:18][C:19]=1[O:20][CH2:21][CH2:22][CH2:23][C:24]1[CH:29]=[CH:28][C:27]([O:30][CH2:31][CH2:32][CH2:33][CH2:34][O:35][C:36]2[CH:41]=[CH:40][CH:39]=[CH:38][CH:37]=2)=[CH:26][CH:25]=1)[C:12]([O:14]CC)=[O:13].[OH-].[K+].Cl.